From a dataset of Reaction yield outcomes from USPTO patents with 853,638 reactions. Predict the reaction yield, written as a fraction of the theoretical maximum amount of product (1.0 means a 100% yield; for example, 0.34 means a 34% yield). The reactants are Cl.[NH2:2][CH2:3][C:4]1[CH:5]=[C:6]2[C:11](=[CH:12][CH:13]=1)[N:10]=[C:9]([CH3:14])[N:8]([CH:15]1[CH2:20][CH2:19][C:18](=[O:21])[NH:17][C:16]1=[O:22])[C:7]2=[O:23].[C:24](Cl)(=[O:31])[CH2:25][CH2:26][CH2:27][CH2:28][CH2:29][CH3:30].C(N(CC)C(C)C)(C)C. The catalyst is C(#N)C. The product is [O:22]=[C:16]1[CH:15]([N:8]2[C:7](=[O:23])[C:6]3[C:11](=[CH:12][CH:13]=[C:4]([CH2:3][NH:2][C:24](=[O:31])[CH2:25][CH2:26][CH2:27][CH2:28][CH2:29][CH3:30])[CH:5]=3)[N:10]=[C:9]2[CH3:14])[CH2:20][CH2:19][C:18](=[O:21])[NH:17]1. The yield is 0.580.